From a dataset of Peptide-MHC class II binding affinity with 134,281 pairs from IEDB. Regression. Given a peptide amino acid sequence and an MHC pseudo amino acid sequence, predict their binding affinity value. This is MHC class II binding data. The peptide sequence is KKGGEAMDTISVFLH. The MHC is DRB3_0101 with pseudo-sequence DRB3_0101. The binding affinity (normalized) is 0.478.